Dataset: NCI-60 drug combinations with 297,098 pairs across 59 cell lines. Task: Regression. Given two drug SMILES strings and cell line genomic features, predict the synergy score measuring deviation from expected non-interaction effect. Drug 1: CS(=O)(=O)C1=CC(=C(C=C1)C(=O)NC2=CC(=C(C=C2)Cl)C3=CC=CC=N3)Cl. Drug 2: CC1=C(C=C(C=C1)NC(=O)C2=CC=C(C=C2)CN3CCN(CC3)C)NC4=NC=CC(=N4)C5=CN=CC=C5. Cell line: T-47D. Synergy scores: CSS=16.8, Synergy_ZIP=-1.52, Synergy_Bliss=7.73, Synergy_Loewe=4.44, Synergy_HSA=6.48.